Predict the reaction yield, written as a fraction of the theoretical maximum amount of product (1.0 means a 100% yield; for example, 0.34 means a 34% yield). From a dataset of Reaction yield outcomes from USPTO patents with 853,638 reactions. The reactants are [CH:1]([C:4]1[NH:10][CH2:9][CH2:8][NH:7][C:6](=[O:11])[CH:5]=1)([CH3:3])[CH3:2]. The catalyst is C(O)C.C(O)(=O)C.[Pd]. The product is [CH:1]([CH:4]1[NH:10][CH2:9][CH2:8][NH:7][C:6](=[O:11])[CH2:5]1)([CH3:3])[CH3:2]. The yield is 0.310.